Dataset: Full USPTO retrosynthesis dataset with 1.9M reactions from patents (1976-2016). Task: Predict the reactants needed to synthesize the given product. (1) The reactants are: [Cl:1][C:2]1[O:11][C:5]2=[C:6]([NH2:10])[N:7]=[CH:8][CH:9]=[C:4]2[CH:3]=1.[I:12]N1C(=O)CCC1=O. Given the product [Cl:1][C:2]1[O:11][C:5]2=[C:6]([NH2:10])[N:7]=[CH:8][C:9]([I:12])=[C:4]2[CH:3]=1, predict the reactants needed to synthesize it. (2) Given the product [Br:13][C:10]1[S:9][C:8]([S:5]([NH:4][CH2:3][CH2:2][NH:1][C:23](=[O:28])[C:24]([CH3:27])([CH3:26])[CH3:25])(=[O:6])=[O:7])=[CH:12][CH:11]=1, predict the reactants needed to synthesize it. The reactants are: [NH2:1][CH2:2][CH2:3][NH:4][S:5]([C:8]1[S:9][C:10]([Br:13])=[CH:11][CH:12]=1)(=[O:7])=[O:6].CCN(C(C)C)C(C)C.[C:23](Cl)(=[O:28])[C:24]([CH3:27])([CH3:26])[CH3:25].O.